This data is from Forward reaction prediction with 1.9M reactions from USPTO patents (1976-2016). The task is: Predict the product of the given reaction. (1) Given the reactants [Cl:1][C:2]1[CH:7]=[C:6]([C:8]#[C:9][C:10]2[CH:15]=[CH:14][CH:13]=[CH:12][CH:11]=2)[CH:5]=[CH:4][C:3]=1[N:16]1[C:25](=[O:26])[C:24]2[C:19](=[CH:20][CH:21]=[CH:22][CH:23]=2)[NH:18][C:17]1=[O:27].[C:28](=O)([O-])[O-].[K+].[K+].IC, predict the reaction product. The product is: [Cl:1][C:2]1[CH:7]=[C:6]([C:8]#[C:9][C:10]2[CH:11]=[CH:12][CH:13]=[CH:14][CH:15]=2)[CH:5]=[CH:4][C:3]=1[N:16]1[C:25](=[O:26])[C:24]2[C:19](=[CH:20][CH:21]=[CH:22][CH:23]=2)[N:18]([CH3:28])[C:17]1=[O:27]. (2) Given the reactants [CH:1]1([C:7]2[C:8]3[CH:35]=[CH:34][C:33]([C:36]([O:38]C)=[O:37])=[CH:32][C:9]=3[N:10]3[C:16]=2[C:15]2[CH:17]=[CH:18][C:19]([O:21][CH:22]4[CH2:27][CH2:26][CH2:25][N:24]([S:28]([CH3:31])(=[O:30])=[O:29])[CH2:23]4)=[CH:20][C:14]=2[O:13][CH2:12][CH2:11]3)[CH2:6][CH2:5][CH2:4][CH2:3][CH2:2]1.[OH-].[Na+].Cl, predict the reaction product. The product is: [CH:1]1([C:7]2[C:8]3[CH:35]=[CH:34][C:33]([C:36]([OH:38])=[O:37])=[CH:32][C:9]=3[N:10]3[C:16]=2[C:15]2[CH:17]=[CH:18][C:19]([O:21][CH:22]4[CH2:27][CH2:26][CH2:25][N:24]([S:28]([CH3:31])(=[O:30])=[O:29])[CH2:23]4)=[CH:20][C:14]=2[O:13][CH2:12][CH2:11]3)[CH2:6][CH2:5][CH2:4][CH2:3][CH2:2]1. (3) The product is: [NH2:43][C:42]1[C:33]([C:31]([NH:30][C:25]2[CH:26]=[N:27][CH:28]=[CH:29][C:24]=2[N:11]2[CH2:12][C@H:13]([CH3:23])[C@@H:14]([OH:15])[C@H:9]([NH2:8])[CH2:10]2)=[O:32])=[N:34][C:35]2[C:40]([CH:41]=1)=[CH:39][CH:38]=[C:37]([N:54]1[CH2:59][CH2:58][N:57]([CH3:60])[CH2:56][CH2:55]1)[CH:36]=2. Given the reactants C(OC([NH:8][C@H:9]1[C@H:14]([O:15][Si](C(C)(C)C)(C)C)[C@@H:13]([CH3:23])[CH2:12][N:11]([C:24]2[CH:29]=[CH:28][N:27]=[CH:26][C:25]=2[NH:30][C:31]([C:33]2[C:42]([NH:43]C(=O)OCC3C=CC=CC=3)=[CH:41][C:40]3[C:35](=[CH:36][C:37]([N:54]4[CH2:59][CH2:58][N:57]([CH3:60])[CH2:56][CH2:55]4)=[CH:38][CH:39]=3)[N:34]=2)=[O:32])[CH2:10]1)=O)(C)(C)C.[H][H], predict the reaction product. (4) Given the reactants [NH2:1][C@@H:2]([CH2:8][CH2:9][CH2:10][CH2:11][CH3:12])[CH:3]([CH3:7])[C:4]([OH:6])=[O:5].CCCCC[C@H](NC([C@@H]([C@@H](N)CCCCC)C)=O)CC(N/C(/C(O)=O)=C/C)=O.[OH-].[Na+].[CH3:55][C:54]([O:53][C:51](O[C:51]([O:53][C:54]([CH3:57])([CH3:56])[CH3:55])=[O:52])=[O:52])([CH3:57])[CH3:56], predict the reaction product. The product is: [C:51]([C:3]([CH3:7])([C@@H:2]([NH2:1])[CH2:8][CH2:9][CH2:10][CH2:11][CH3:12])[C:4]([OH:6])=[O:5])([O:53][C:54]([CH3:55])([CH3:56])[CH3:57])=[O:52]. (5) The product is: [CH2:27]([O:26][C:23]1[CH:24]=[CH:25][C:20]([C:18]2[CH:17]=[C:6]([C:12]([O:14][CH2:15][CH3:16])=[O:13])[C:7](=[O:8])[NH:3][N:4]=2)=[CH:21][CH:22]=1)[C:28]1[CH:33]=[CH:32][CH:31]=[CH:30][CH:29]=1. Given the reactants Cl.Cl.[NH2:3][NH2:4].O[C:6]([CH2:17][C:18]([C:20]1[CH:25]=[CH:24][C:23]([O:26][CH2:27][C:28]2[CH:33]=[CH:32][CH:31]=[CH:30][CH:29]=2)=[CH:22][CH:21]=1)=O)([C:12]([O:14][CH2:15][CH3:16])=[O:13])[C:7](OCC)=[O:8], predict the reaction product. (6) Given the reactants C[O:2][C:3](=[O:31])[CH2:4][N:5]1[C:13]2[C:8](=[CH:9][C:10]([F:14])=[CH:11][CH:12]=2)[C:7]([CH2:15][C:16]2[S:17][CH:18]=[CH:19][C:20]=2[S:21]([C:24]2[CH:29]=[CH:28][CH:27]=[CH:26][N:25]=2)(=[O:23])=[O:22])=[C:6]1[CH3:30].[OH-].[Li+].[OH-].[Na+].Cl, predict the reaction product. The product is: [F:14][C:10]1[CH:9]=[C:8]2[C:13](=[CH:12][CH:11]=1)[N:5]([CH2:4][C:3]([OH:31])=[O:2])[C:6]([CH3:30])=[C:7]2[CH2:15][C:16]1[S:17][CH:18]=[CH:19][C:20]=1[S:21]([C:24]1[CH:29]=[CH:28][CH:27]=[CH:26][N:25]=1)(=[O:22])=[O:23]. (7) Given the reactants [Br:1][C:2]1[C:3]2[O:12][C:11]([CH:13]=O)=[CH:10][C:4]=2[C:5](=[O:9])[N:6]([CH3:8])[CH:7]=1.[NH:15]1[CH2:20][CH2:19][S:18](=[O:22])(=[O:21])[CH2:17][CH2:16]1.C([BH3-])#N.[Na+], predict the reaction product. The product is: [Br:1][C:2]1[C:3]2[O:12][C:11]([CH2:13][N:15]3[CH2:20][CH2:19][S:18](=[O:22])(=[O:21])[CH2:17][CH2:16]3)=[CH:10][C:4]=2[C:5](=[O:9])[N:6]([CH3:8])[CH:7]=1. (8) Given the reactants [Cl:1][C:2]1[CH:7]=[CH:6][CH:5]=[C:4]([Cl:8])[C:3]=1[C:9]1[NH:13][C:12](=[O:14])[N:11]([C:15]2[CH:31]=[CH:30][C:18]([C:19]([NH:21][C:22]3[CH:27]=[CH:26][C:25](SC)=[CH:24][CH:23]=3)=[O:20])=[C:17]([O:32][CH3:33])[CH:16]=2)[N:10]=1.[C:34](#N)C.O[O:38][S:39]([O-:41])=O.[K+], predict the reaction product. The product is: [Cl:1][C:2]1[CH:7]=[CH:6][CH:5]=[C:4]([Cl:8])[C:3]=1[C:9]1[NH:13][C:12](=[O:14])[N:11]([C:15]2[CH:31]=[CH:30][C:18]([C:19]([NH:21][C:22]3[CH:27]=[CH:26][C:25]([S:39]([CH3:34])(=[O:41])=[O:38])=[CH:24][CH:23]=3)=[O:20])=[C:17]([O:32][CH3:33])[CH:16]=2)[N:10]=1. (9) Given the reactants Br[C:2]1[N:7]=[C:6]([C:8]2[CH:13]=[CH:12][C:11]([C:14]3[O:15][C:16]4[CH:22]=[CH:21][CH:20]=[CH:19][C:17]=4[N:18]=3)=[CH:10][C:9]=2[O:23][CH3:24])[CH:5]=[CH:4][CH:3]=1.COC1C=C(C2OC3C=CC=CC=3N=2)C=CC=1B1OC(C)(C)C(C)(C)O1.FC(F)(F)S(OC1C=CC([Cl:63])=CC=1)(=O)=O, predict the reaction product. The product is: [Cl:63][C:3]1[CH:4]=[CH:5][C:6]([C:8]2[CH:13]=[CH:12][C:11]([C:14]3[O:15][C:16]4[CH:22]=[CH:21][CH:20]=[CH:19][C:17]=4[N:18]=3)=[CH:10][C:9]=2[O:23][CH3:24])=[N:7][CH:2]=1. (10) Given the reactants [CH2:1]([N:8]1[CH2:13][C:12]2([CH2:18][CH2:17][NH:16][CH2:15][CH2:14]2)[O:11][CH:10]([C:19]2[CH:24]=[CH:23][CH:22]=[CH:21][CH:20]=2)[CH2:9]1)[C:2]1[CH:7]=[CH:6][CH:5]=[CH:4][CH:3]=1.[CH3:25][C:26]([O:29][C:30](O[C:30]([O:29][C:26]([CH3:28])([CH3:27])[CH3:25])=[O:31])=[O:31])([CH3:28])[CH3:27], predict the reaction product. The product is: [CH2:1]([N:8]1[CH2:13][C:12]2([CH2:18][CH2:17][N:16]([C:30]([O:29][C:26]([CH3:28])([CH3:27])[CH3:25])=[O:31])[CH2:15][CH2:14]2)[O:11][CH:10]([C:19]2[CH:24]=[CH:23][CH:22]=[CH:21][CH:20]=2)[CH2:9]1)[C:2]1[CH:3]=[CH:4][CH:5]=[CH:6][CH:7]=1.